From a dataset of Reaction yield outcomes from USPTO patents with 853,638 reactions. Predict the reaction yield, written as a fraction of the theoretical maximum amount of product (1.0 means a 100% yield; for example, 0.34 means a 34% yield). (1) The reactants are [CH3:1][CH:2]([CH3:4])[O-:3].[Na+].CS[C:8]([S:22][CH3:23])=[CH:9][C:10]([C:12]1[CH:21]=[CH:20][C:15]([C:16]([O:18]C)=O)=[CH:14][CH:13]=1)=O.[C:24]([CH2:26][C:27]([NH2:29])=[O:28])#[N:25]. The catalyst is C(O)(C)C. The product is [C:24]([C:26]1[C:27](=[O:28])[NH:29][C:10]([C:12]2[CH:13]=[CH:14][C:15]([C:16]([O:3][CH:2]([CH3:4])[CH3:1])=[O:18])=[CH:20][CH:21]=2)=[CH:9][C:8]=1[S:22][CH3:23])#[N:25]. The yield is 0.630. (2) The reactants are [CH2:1]([O:3][C:4]([CH:6]1[CH2:11][CH2:10][CH2:9][CH2:8][N:7]1[N:12]=[CH:13][CH2:14][C:15]([CH3:18])([CH3:17])[CH3:16])=[O:5])[CH3:2].C(O)(=O)C.C([BH3-])#N.[Na+]. The catalyst is CO. The product is [CH2:1]([O:3][C:4]([CH:6]1[CH2:11][CH2:10][CH2:9][CH2:8][N:7]1[NH:12][CH2:13][CH2:14][C:15]([CH3:16])([CH3:18])[CH3:17])=[O:5])[CH3:2]. The yield is 0.676.